From a dataset of NCI-60 drug combinations with 297,098 pairs across 59 cell lines. Regression. Given two drug SMILES strings and cell line genomic features, predict the synergy score measuring deviation from expected non-interaction effect. (1) Drug 1: CN(C)C1=NC(=NC(=N1)N(C)C)N(C)C. Synergy scores: CSS=30.7, Synergy_ZIP=-8.32, Synergy_Bliss=-2.42, Synergy_Loewe=-24.3, Synergy_HSA=-2.06. Cell line: U251. Drug 2: C1=NC2=C(N1)C(=S)N=C(N2)N. (2) Drug 1: CC1OCC2C(O1)C(C(C(O2)OC3C4COC(=O)C4C(C5=CC6=C(C=C35)OCO6)C7=CC(=C(C(=C7)OC)O)OC)O)O. Cell line: NCI/ADR-RES. Synergy scores: CSS=24.0, Synergy_ZIP=-6.38, Synergy_Bliss=-3.05, Synergy_Loewe=-11.4, Synergy_HSA=-3.32. Drug 2: CCN(CC)CCCC(C)NC1=C2C=C(C=CC2=NC3=C1C=CC(=C3)Cl)OC. (3) Drug 1: C1CNP(=O)(OC1)N(CCCl)CCCl. Drug 2: COCCOC1=C(C=C2C(=C1)C(=NC=N2)NC3=CC=CC(=C3)C#C)OCCOC.Cl. Cell line: DU-145. Synergy scores: CSS=4.79, Synergy_ZIP=1.37, Synergy_Bliss=-4.60, Synergy_Loewe=-4.95, Synergy_HSA=-1.71. (4) Drug 1: C1CC(C1)(C(=O)O)C(=O)O.[NH2-].[NH2-].[Pt+2]. Drug 2: CNC(=O)C1=NC=CC(=C1)OC2=CC=C(C=C2)NC(=O)NC3=CC(=C(C=C3)Cl)C(F)(F)F. Cell line: NCI-H460. Synergy scores: CSS=39.2, Synergy_ZIP=-7.16, Synergy_Bliss=-7.16, Synergy_Loewe=-10.4, Synergy_HSA=-3.78. (5) Drug 1: CC1CCC2CC(C(=CC=CC=CC(CC(C(=O)C(C(C(=CC(C(=O)CC(OC(=O)C3CCCCN3C(=O)C(=O)C1(O2)O)C(C)CC4CCC(C(C4)OC)OCCO)C)C)O)OC)C)C)C)OC. Drug 2: CC1C(C(CC(O1)OC2CC(CC3=C2C(=C4C(=C3O)C(=O)C5=C(C4=O)C(=CC=C5)OC)O)(C(=O)CO)O)N)O.Cl. Cell line: SW-620. Synergy scores: CSS=32.4, Synergy_ZIP=-4.34, Synergy_Bliss=-1.59, Synergy_Loewe=-1.07, Synergy_HSA=2.47. (6) Drug 1: CCCCCOC(=O)NC1=NC(=O)N(C=C1F)C2C(C(C(O2)C)O)O. Drug 2: C1=NC2=C(N=C(N=C2N1C3C(C(C(O3)CO)O)F)Cl)N. Cell line: MALME-3M. Synergy scores: CSS=1.51, Synergy_ZIP=-0.0741, Synergy_Bliss=2.01, Synergy_Loewe=-2.55, Synergy_HSA=-0.126.